Dataset: Catalyst prediction with 721,799 reactions and 888 catalyst types from USPTO. Task: Predict which catalyst facilitates the given reaction. (1) Reactant: [H-].[Na+].[OH:3][C:4]1[CH:5]=[C:6]2[C:11](=[CH:12][CH:13]=1)[NH:10][C:9](=[O:14])[N:8]([CH:15]1[CH2:20][CH2:19][N:18]([CH2:21][C:22]3[CH:27]=[CH:26][CH:25]=[CH:24][CH:23]=3)[CH2:17][CH2:16]1)[CH2:7]2.Br[CH2:29][CH:30]1[O:34][CH2:33][CH2:32][O:31]1.[K+].[Br-]. Product: [O:31]1[CH2:32][CH2:33][O:34][CH:30]1[CH2:29][O:3][C:4]1[CH:5]=[C:6]2[C:11](=[CH:12][CH:13]=1)[NH:10][C:9](=[O:14])[N:8]([CH:15]1[CH2:20][CH2:19][N:18]([CH2:21][C:22]3[CH:27]=[CH:26][CH:25]=[CH:24][CH:23]=3)[CH2:17][CH2:16]1)[CH2:7]2. The catalyst class is: 9. (2) Reactant: [N:1]1[C:10]2[C:5](=[CH:6][CH:7]=[CH:8][CH:9]=2)[C:4]([NH:11][CH2:12][C:13]([C:28]([F:31])([F:30])[F:29])([OH:27])[CH2:14][C:15]([C:18]2[CH:23]=[C:22]([F:24])[CH:21]=[CH:20][C:19]=2[O:25]C)([CH3:17])[CH3:16])=[CH:3][CH:2]=1.B(Br)(Br)Br.C(Cl)Cl. Product: [N:1]1[C:10]2[C:5](=[CH:6][CH:7]=[CH:8][CH:9]=2)[C:4]([NH:11][CH2:12][C:13]([C:28]([F:30])([F:29])[F:31])([OH:27])[CH2:14][C:15]([C:18]2[CH:23]=[C:22]([F:24])[CH:21]=[CH:20][C:19]=2[OH:25])([CH3:17])[CH3:16])=[CH:3][CH:2]=1. The catalyst class is: 61.